Dataset: Catalyst prediction with 721,799 reactions and 888 catalyst types from USPTO. Task: Predict which catalyst facilitates the given reaction. (1) Reactant: [F:1][C:2]1[C:3]([CH3:12])=[CH:4][C:5]([N+:9]([O-:11])=[O:10])=[C:6]([OH:8])[CH:7]=1.[C:13]([O-])([O-])=O.[K+].[K+].IC.O. Product: [CH3:13][O:8][C:6]1[CH:7]=[C:2]([F:1])[C:3]([CH3:12])=[CH:4][C:5]=1[N+:9]([O-:11])=[O:10]. The catalyst class is: 3. (2) Reactant: C([BH-](CC)CC)C.[Li+].[Cl:9][C:10]1[C:15]([Cl:16])=[CH:14][CH:13]=[CH:12][C:11]=1[S:17]([NH:20][C:21]1[N:26]=[C:25]([C:27](OC)=[O:28])[C:24]([F:31])=[N:23][C:22]=1[O:32][CH3:33])(=[O:19])=[O:18]. Product: [Cl:9][C:10]1[C:15]([Cl:16])=[CH:14][CH:13]=[CH:12][C:11]=1[S:17]([NH:20][C:21]1[C:22]([O:32][CH3:33])=[N:23][C:24]([F:31])=[C:25]([CH2:27][OH:28])[N:26]=1)(=[O:19])=[O:18]. The catalyst class is: 7. (3) Reactant: [Br:1][C:2]1[CH:7]=[CH:6][C:5]([C:8]2[CH:13]=[CH:12][C:11]([OH:14])=[CH:10][CH:9]=2)=[CH:4][CH:3]=1.I[CH2:16][CH2:17][CH2:18][CH2:19][CH2:20][CH2:21][CH2:22][CH2:23][CH2:24][CH2:25][CH2:26][CH3:27].C([O-])([O-])=O.[K+].[K+].O. Product: [Br:1][C:2]1[CH:3]=[CH:4][C:5]([C:8]2[CH:13]=[CH:12][C:11]([O:14][CH2:27][CH2:26][CH2:25][CH2:24][CH2:23][CH2:22][CH2:21][CH2:20][CH2:19][CH2:18][CH2:17][CH3:16])=[CH:10][CH:9]=2)=[CH:6][CH:7]=1. The catalyst class is: 131.